Dataset: Catalyst prediction with 721,799 reactions and 888 catalyst types from USPTO. Task: Predict which catalyst facilitates the given reaction. (1) Reactant: [Cl:1][C:2]1[CH:3]=[C:4]([CH:8]2[C:12]([C:15]3[CH:20]=[CH:19][C:18]([Cl:21])=[CH:17][CH:16]=3)([C:13]#[N:14])[CH:11]([CH2:22][C:23]([CH3:26])([CH3:25])[CH3:24])[NH:10][CH:9]2[C:27]([OH:29])=O)[CH:5]=[CH:6][CH:7]=1.[CH3:30][NH:31][CH3:32].CN(C(ON1N=NC2C=CC=NC1=2)=[N+](C)C)C.F[P-](F)(F)(F)(F)F.CCN(C(C)C)C(C)C. Product: [CH3:30][N:31]([CH3:32])[C:27]([CH:9]1[CH:8]([C:4]2[CH:5]=[CH:6][CH:7]=[C:2]([Cl:1])[CH:3]=2)[C:12]([C:15]2[CH:20]=[CH:19][C:18]([Cl:21])=[CH:17][CH:16]=2)([C:13]#[N:14])[CH:11]([CH2:22][C:23]([CH3:24])([CH3:26])[CH3:25])[NH:10]1)=[O:29]. The catalyst class is: 2. (2) Reactant: [H-].[Na+].[NH2:3][C:4]1[N:9]=[C:8]([O:10][CH3:11])[NH:7][C:6](=[O:12])[CH:5]=1.[Br-].[Li+].Br[CH2:16][CH2:17][CH2:18][CH2:19][O:20][C:21](=[O:23])[CH3:22]. Product: [NH2:3][C:4]1[N:9]=[C:8]([O:10][CH3:11])[N:7]([CH2:16][CH2:17][CH2:18][CH2:19][O:20][C:21](=[O:23])[CH3:22])[C:6](=[O:12])[CH:5]=1. The catalyst class is: 3. (3) Reactant: [CH3:1][C:2]1([C:10]2[CH:14]=[CH:13][S:12][C:11]=2[S:15]([NH2:18])(=[O:17])=[O:16])OCC(C)(C)C[O:3]1.Cl. Product: [C:2]([C:10]1[CH:14]=[CH:13][S:12][C:11]=1[S:15]([NH2:18])(=[O:16])=[O:17])(=[O:3])[CH3:1]. The catalyst class is: 7. (4) Reactant: Cl.[N+:2]([C:5]1[CH:10]=[CH:9][C:8]([N:11]2[CH2:16][CH2:15][NH:14][CH2:13][CH2:12]2)=[CH:7][CH:6]=1)([O-:4])=[O:3].C(N(CC)CC)C.[CH3:24][C:25]([O:28][C:29](O[C:29]([O:28][C:25]([CH3:27])([CH3:26])[CH3:24])=[O:30])=[O:30])([CH3:27])[CH3:26].O. Product: [N+:2]([C:5]1[CH:6]=[CH:7][C:8]([N:11]2[CH2:16][CH2:15][N:14]([C:29]([O:28][C:25]([CH3:27])([CH3:26])[CH3:24])=[O:30])[CH2:13][CH2:12]2)=[CH:9][CH:10]=1)([O-:4])=[O:3]. The catalyst class is: 2. (5) Reactant: [N-:1]=[N+:2]=[N-:3].[Na+].CS(O[CH2:10][CH2:11][CH2:12][C:13]1[S:14][CH:15]=[C:16]([C:18]2[CH:23]=[CH:22][CH:21]=[CH:20][CH:19]=2)[N:17]=1)(=O)=O. Product: [N:1]([CH2:10][CH2:11][CH2:12][C:13]1[S:14][CH:15]=[C:16]([C:18]2[CH:23]=[CH:22][CH:21]=[CH:20][CH:19]=2)[N:17]=1)=[N+:2]=[N-:3]. The catalyst class is: 31. (6) Reactant: Cl.Cl.[NH2:3][CH:4]([C:16]1[CH:21]=[CH:20][CH:19]=[CH:18][CH:17]=1)[C:5]([O:7][C@@H:8]1[CH:13]2[CH2:14][CH2:15][N:10]([CH2:11][CH2:12]2)[CH2:9]1)=[O:6].C(N(CC)CC)C.[C:29](Cl)(=[O:35])[O:30][CH2:31][CH2:32][O:33][CH3:34]. Product: [CH3:34][O:33][CH2:32][CH2:31][O:30][C:29]([NH:3][CH:4]([C:16]1[CH:21]=[CH:20][CH:19]=[CH:18][CH:17]=1)[C:5]([O:7][C@@H:8]1[CH:13]2[CH2:12][CH2:11][N:10]([CH2:15][CH2:14]2)[CH2:9]1)=[O:6])=[O:35]. The catalyst class is: 2. (7) Reactant: C(Cl)(=O)C(Cl)=O.CS(C)=O.[F:11][C:12]1[CH:17]=[CH:16][C:15]([CH:18]([OH:44])[CH2:19][C:20]2[N:21]([C:37]([O:39][C:40]([CH3:43])([CH3:42])[CH3:41])=[O:38])[C@H:22]([C:31]3[CH:36]=[CH:35][CH:34]=[CH:33][CH:32]=3)[C@H:23]([C:25]3[CH:30]=[CH:29][CH:28]=[CH:27][CH:26]=3)[N:24]=2)=[CH:14][CH:13]=1.C(N(CC)CC)C. Product: [F:11][C:12]1[CH:17]=[CH:16][C:15]([C:18](=[O:44])[CH2:19][C:20]2[N:21]([C:37]([O:39][C:40]([CH3:42])([CH3:41])[CH3:43])=[O:38])[C@H:22]([C:31]3[CH:32]=[CH:33][CH:34]=[CH:35][CH:36]=3)[C@H:23]([C:25]3[CH:30]=[CH:29][CH:28]=[CH:27][CH:26]=3)[N:24]=2)=[CH:14][CH:13]=1. The catalyst class is: 4. (8) Reactant: [NH2:1][C:2]1[CH:6]=[CH:5][NH:4][C:3]=1[C:7]([O:9][CH2:10][CH3:11])=[O:8].CCN(C(C)C)C(C)C.CC(O)=O.[B-]C#N.[Na+].[CH2:29]([O:31][CH:32]([O:45][CH2:46][CH3:47])[C:33]1[CH:40]=[C:39]([C:41]([F:44])([F:43])[F:42])[CH:38]=[CH:37][C:34]=1[CH:35]=O)[CH3:30]. Product: [CH2:46]([O:45][CH:32]([O:31][CH2:29][CH3:30])[C:33]1[CH:40]=[C:39]([C:41]([F:43])([F:44])[F:42])[CH:38]=[CH:37][C:34]=1[CH2:35][NH:1][C:2]1[CH:6]=[CH:5][NH:4][C:3]=1[C:7]([O:9][CH2:10][CH3:11])=[O:8])[CH3:47]. The catalyst class is: 88. (9) Reactant: [CH:1]1([C:4]2[N:8]3[CH2:9][CH2:10][CH2:11][C@@H:12]([C:13]4[N:17]5[CH:18]=[CH:19][N:20]=[C:21]([NH:22][CH2:23][C:24]6[CH:29]=[CH:28][C:27]([O:30][CH3:31])=[CH:26][C:25]=6[O:32][CH3:33])[C:16]5=[C:15]([C:34]5[CH:42]=[CH:41][C:37]([C:38](O)=[O:39])=[CH:36][CH:35]=5)[N:14]=4)[C:7]3=[N:6][N:5]=2)[CH2:3][CH2:2]1.[NH4+].[Cl-].C[N:46](C(ON1N=NC2C=CC=NC1=2)=[N+](C)C)C.F[P-](F)(F)(F)(F)F. Product: [CH:1]1([C:4]2[N:8]3[CH2:9][CH2:10][CH2:11][C@@H:12]([C:13]4[N:17]5[CH:18]=[CH:19][N:20]=[C:21]([NH:22][CH2:23][C:24]6[CH:29]=[CH:28][C:27]([O:30][CH3:31])=[CH:26][C:25]=6[O:32][CH3:33])[C:16]5=[C:15]([C:34]5[CH:42]=[CH:41][C:37]([C:38]([NH2:46])=[O:39])=[CH:36][CH:35]=5)[N:14]=4)[C:7]3=[N:6][N:5]=2)[CH2:2][CH2:3]1. The catalyst class is: 3.